From a dataset of CYP2C19 inhibition data for predicting drug metabolism from PubChem BioAssay. Regression/Classification. Given a drug SMILES string, predict its absorption, distribution, metabolism, or excretion properties. Task type varies by dataset: regression for continuous measurements (e.g., permeability, clearance, half-life) or binary classification for categorical outcomes (e.g., BBB penetration, CYP inhibition). Dataset: cyp2c19_veith. (1) The compound is Nc1c(-c2cccs2)cnn1-c1nc(-c2ccc(F)cc2)cs1. The result is 0 (non-inhibitor). (2) The molecule is O=c1c(-c2ccc(F)cc2)nc2cnc(N3CCOCC3)nc2n1-c1ccccc1. The result is 0 (non-inhibitor). (3) The compound is Cc1cc(C)cc(C(=N)c2ccccc2Cc2cccc3ccccc23)c1. The result is 1 (inhibitor). (4) The compound is N#CC(=C(/N)Sc1ccccc1N)/C(C#N)=C(/N)Sc1ccccc1N. The result is 0 (non-inhibitor). (5) The molecule is COc1ccc(CNc2ncncc2-c2ccc(C(=O)N(C)C)cc2)c(OC)c1. The result is 1 (inhibitor). (6) The molecule is Cc1nc2c(OCc3ccccc3)cccn2c1CC#N. The result is 0 (non-inhibitor). (7) The compound is COc1cc(/C=C\C(=O)N2CCC=CC2=O)cc(OC)c1OC. The result is 0 (non-inhibitor). (8) The compound is CC(N)=NCCC[C@H](N)C(=O)O. The result is 0 (non-inhibitor).